This data is from Forward reaction prediction with 1.9M reactions from USPTO patents (1976-2016). The task is: Predict the product of the given reaction. (1) Given the reactants [CH2:1]([O:3]/[CH:4]=[CH:5]/[C:6]1[C:11]([C:12]([O:14]CC)=O)=[N:10][CH:9]=[C:8]2[N:17]([CH2:20][C:21]3[CH:26]=[CH:25][C:24]([F:27])=[CH:23][CH:22]=3)[CH:18]=[CH:19][C:7]=12)[CH3:2].[NH2:28][OH:29].[OH-].[Na+].Cl, predict the reaction product. The product is: [CH2:1]([O:3]/[CH:4]=[CH:5]/[C:6]1[C:11]([C:12]([NH:28][OH:29])=[O:14])=[N:10][CH:9]=[C:8]2[N:17]([CH2:20][C:21]3[CH:22]=[CH:23][C:24]([F:27])=[CH:25][CH:26]=3)[CH:18]=[CH:19][C:7]=12)[CH3:2]. (2) Given the reactants [H-].[Na+].[C:3]([O:11][CH2:12][CH3:13])(=[O:10])[CH2:4][C:5]([O:7][CH2:8][CH3:9])=[O:6].[CH:14]([N:27]1[CH2:30][CH:29](S(C2C=CC(C)=CC=2)(=O)=O)[CH2:28]1)([C:21]1[CH:26]=[CH:25][CH:24]=[CH:23][CH:22]=1)[C:15]1[CH:20]=[CH:19][CH:18]=[CH:17][CH:16]=1, predict the reaction product. The product is: [CH2:12]([O:11][C:3](=[O:10])[CH:4]([CH:29]1[CH2:30][N:27]([CH:14]([C:15]2[CH:20]=[CH:19][CH:18]=[CH:17][CH:16]=2)[C:21]2[CH:26]=[CH:25][CH:24]=[CH:23][CH:22]=2)[CH2:28]1)[C:5]([O:7][CH2:8][CH3:9])=[O:6])[CH3:13]. (3) Given the reactants [O:1]1[C:6]2[CH:7]=[CH:8][CH:9]=[CH:10][C:5]=2[N:4]([CH2:11][CH2:12][O:13][C:14]2[CH:19]=[CH:18][C:17]([CH2:20][CH:21]([O:25][CH2:26][CH3:27])[C:22]([OH:24])=O)=[CH:16][CH:15]=2)[CH2:3][CH2:2]1.[CH2:28]([NH2:35])[C:29]1[CH:34]=[CH:33][CH:32]=[CH:31][CH:30]=1, predict the reaction product. The product is: [CH2:28]([NH:35][C:22](=[O:24])[CH:21]([O:25][CH2:26][CH3:27])[CH2:20][C:17]1[CH:16]=[CH:15][C:14]([O:13][CH2:12][CH2:11][N:4]2[C:5]3[CH:10]=[CH:9][CH:8]=[CH:7][C:6]=3[O:1][CH2:2][CH2:3]2)=[CH:19][CH:18]=1)[C:29]1[CH:34]=[CH:33][CH:32]=[CH:31][CH:30]=1. (4) Given the reactants [NH:1]1[CH2:5][CH2:4][CH2:3][CH2:2]1.[CH2:6]1[C:14]2[C:9](=[CH:10][CH:11]=[CH:12][CH:13]=2)[CH2:8][C:7]1=O, predict the reaction product. The product is: [CH2:6]1[C:14]2[C:9](=[CH:10][CH:11]=[CH:12][CH:13]=2)[CH:8]=[C:7]1[N:1]1[CH2:5][CH2:4][CH2:3][CH2:2]1.